This data is from Blood-brain barrier permeability classification from the B3DB database. The task is: Regression/Classification. Given a drug SMILES string, predict its absorption, distribution, metabolism, or excretion properties. Task type varies by dataset: regression for continuous measurements (e.g., permeability, clearance, half-life) or binary classification for categorical outcomes (e.g., BBB penetration, CYP inhibition). Dataset: b3db_classification. (1) The drug is CON=C(C(=O)NC1C(=O)N2C(C(=O)O)=C(C)CSC12)c1csc(N)n1. The result is 0 (does not penetrate BBB). (2) The compound is CN(C)CC(=O)N1c2ccccc2Sc2ccccc21. The result is 1 (penetrates BBB). (3) The molecule is CCN(CCCCOC(=O)c1ccc(OC)c(OC)c1)C(C)Cc1ccc(OC)cc1. The result is 0 (does not penetrate BBB). (4) The drug is Cc1ccc(-c2ncc(Cl)cc2-c2ccc(S(C)(=O)=O)cc2)cn1. The result is 0 (does not penetrate BBB). (5) The drug is CC1(C)S[C@@H]2[C@H](N=CN3CCCCCC3)C(=O)N2[C@H]1C(=O)O. The result is 0 (does not penetrate BBB). (6) The compound is CCOC(=O)c1ccc(C#Cc2ccc3c(c2)C(C)(C)CCS3)nc1. The result is 0 (does not penetrate BBB).